From a dataset of NCI-60 drug combinations with 297,098 pairs across 59 cell lines. Regression. Given two drug SMILES strings and cell line genomic features, predict the synergy score measuring deviation from expected non-interaction effect. (1) Cell line: NCI-H226. Drug 2: CC1=C2C(C(=O)C3(C(CC4C(C3C(C(C2(C)C)(CC1OC(=O)C(C(C5=CC=CC=C5)NC(=O)OC(C)(C)C)O)O)OC(=O)C6=CC=CC=C6)(CO4)OC(=O)C)O)C)O. Synergy scores: CSS=26.7, Synergy_ZIP=0.522, Synergy_Bliss=2.97, Synergy_Loewe=5.36, Synergy_HSA=7.05. Drug 1: C1=C(C(=O)NC(=O)N1)F. (2) Drug 1: C1CC(C1)(C(=O)O)C(=O)O.[NH2-].[NH2-].[Pt+2]. Drug 2: C1=NNC2=C1C(=O)NC=N2. Cell line: MCF7. Synergy scores: CSS=4.45, Synergy_ZIP=0.121, Synergy_Bliss=2.44, Synergy_Loewe=-0.0155, Synergy_HSA=0.0587. (3) Drug 1: CCC1=C2CN3C(=CC4=C(C3=O)COC(=O)C4(CC)O)C2=NC5=C1C=C(C=C5)O. Drug 2: C(CN)CNCCSP(=O)(O)O. Cell line: MOLT-4. Synergy scores: CSS=80.9, Synergy_ZIP=26.5, Synergy_Bliss=24.1, Synergy_Loewe=25.1, Synergy_HSA=24.8. (4) Drug 1: CN(C)C1=NC(=NC(=N1)N(C)C)N(C)C. Drug 2: CC1C(C(CC(O1)OC2CC(CC3=C2C(=C4C(=C3O)C(=O)C5=CC=CC=C5C4=O)O)(C(=O)C)O)N)O. Cell line: RXF 393. Synergy scores: CSS=52.9, Synergy_ZIP=4.39, Synergy_Bliss=5.40, Synergy_Loewe=-39.9, Synergy_HSA=1.66.